This data is from Forward reaction prediction with 1.9M reactions from USPTO patents (1976-2016). The task is: Predict the product of the given reaction. (1) Given the reactants [CH3:1][N:2]([CH:17]([CH3:19])[CH3:18])[C:3]1[C:4](=[O:16])[NH:5][C:6]2[C:11]([N:12]=1)=[CH:10][C:9]([C:13]([OH:15])=O)=[CH:8][CH:7]=2.[CH3:20][C:21]([NH2:24])([CH3:23])[CH3:22].C(P1(=O)OP(CCC)(=O)OP(CCC)(=O)O1)CC, predict the reaction product. The product is: [C:21]([NH:24][C:13]([C:9]1[CH:10]=[C:11]2[C:6](=[CH:7][CH:8]=1)[NH:5][C:4](=[O:16])[C:3]([N:2]([CH3:1])[CH:17]([CH3:19])[CH3:18])=[N:12]2)=[O:15])([CH3:23])([CH3:22])[CH3:20]. (2) Given the reactants C(OC([N:8]1[CH2:11][CH:10]([O:12][C:13]2[CH:14]=[N:15][CH:16]=[CH:17][CH:18]=2)[CH2:9]1)=O)(C)(C)C.C(O)(C(F)(F)F)=O, predict the reaction product. The product is: [NH:8]1[CH2:9][CH:10]([O:12][C:13]2[CH:14]=[N:15][CH:16]=[CH:17][CH:18]=2)[CH2:11]1. (3) Given the reactants [C:1]([C:5]1[N:6]=[C:7]([N:16]2[CH2:20][CH2:19][C:18]([F:22])([F:21])[CH2:17]2)[C:8]2[C:9](=[N:11][N:12]([CH2:14][CH3:15])[N:13]=2)[N:10]=1)([CH3:4])([CH3:3])[CH3:2].C(C1N=C(N2CCC(F)(F)C2)C2N=NNC=2N=1)(C)(C)C.BrCC[C:46]1[CH:51]=[CH:50][CH:49]=[CH:48][C:47]=1[Cl:52], predict the reaction product. The product is: [C:1]([C:5]1[N:6]=[C:7]([N:16]2[CH2:20][CH2:19][C:18]([F:21])([F:22])[CH2:17]2)[C:8]2[C:9](=[N:11][N:12]([CH2:14][CH2:15][C:46]3[CH:51]=[CH:50][CH:49]=[CH:48][C:47]=3[Cl:52])[N:13]=2)[N:10]=1)([CH3:2])([CH3:3])[CH3:4]. (4) Given the reactants [CH3:1][N:2]1[CH2:8][CH:7]([OH:9])[C:6]2[CH:10]=[CH:11][S:12][C:5]=2[CH2:4][CH2:3]1.[Br:13][C:14]1[C:15]([Cl:21])=[C:16](F)[CH:17]=[CH:18][CH:19]=1, predict the reaction product. The product is: [Br:13][C:14]1[C:15]([Cl:21])=[C:16]([O:9][CH:7]2[CH2:8][N:2]([CH3:1])[CH2:3][CH2:4][C:5]3[S:12][CH:11]=[CH:10][C:6]2=3)[CH:17]=[CH:18][CH:19]=1. (5) Given the reactants [Br:1][C:2]1[CH:9]=[CH:8][C:5]([CH:6]=[O:7])=[C:4](F)[CH:3]=1.[NH:11]1[CH2:16][CH2:15][CH2:14][CH2:13]C1.CC(N(C)C)=O, predict the reaction product. The product is: [Br:1][C:2]1[CH:9]=[CH:8][C:5]([CH:6]=[O:7])=[C:4]([N:11]2[CH2:13][CH2:14][CH2:15][CH2:16]2)[CH:3]=1. (6) Given the reactants C([O:4][C@H:5]1[CH2:10][CH2:9][C@H:8]([C:11]2[N:15]3[CH:16]=[CH:17][N:18]=[C:19]([NH2:20])[C:14]3=[C:13](Br)[N:12]=2)[CH2:7][CH2:6]1)(=O)C.[N:22]1[CH:27]=[CH:26][CH:25]=[CH:24][C:23]=1[NH:28][C:29]([C:31]1[CH:36]=[CH:35][C:34](B(O)O)=[CH:33][CH:32]=1)=[O:30].C(=O)([O-])[O-].[K+].[K+], predict the reaction product. The product is: [NH2:20][C:19]1[C:14]2[N:15]([C:11]([C@H:8]3[CH2:7][CH2:6][C@H:5]([OH:4])[CH2:10][CH2:9]3)=[N:12][C:13]=2[C:34]2[CH:35]=[CH:36][C:31]([C:29]([NH:28][C:23]3[CH:24]=[CH:25][CH:26]=[CH:27][N:22]=3)=[O:30])=[CH:32][CH:33]=2)[CH:16]=[CH:17][N:18]=1. (7) Given the reactants Br[C:2]1[N:10]([CH2:11][C:12]2[CH:17]=[CH:16][C:15]([Cl:18])=[CH:14][CH:13]=2)[C:9]2[C:8](=[O:19])[N:7]([CH2:20][CH2:21][CH2:22][O:23]C3CCCCO3)[C:6](=[O:30])[N:5]([CH3:31])[C:4]=2[N:3]=1.[F:32][C:33]([F:45])([F:44])[O:34][C:35]1[CH:36]=[C:37](B(O)O)[CH:38]=[CH:39][CH:40]=1.C(=O)([O-])[O-].[Na+].[Na+], predict the reaction product. The product is: [Cl:18][C:15]1[CH:14]=[CH:13][C:12]([CH2:11][N:10]2[C:9]3[C:8](=[O:19])[N:7]([CH2:20][CH2:21][CH2:22][OH:23])[C:6](=[O:30])[N:5]([CH3:31])[C:4]=3[N:3]=[C:2]2[C:37]2[CH:38]=[CH:39][CH:40]=[C:35]([O:34][C:33]([F:32])([F:44])[F:45])[CH:36]=2)=[CH:17][CH:16]=1. (8) Given the reactants CO.C([O:10][C:11]1[C:12]([CH3:31])=[C:13]([CH3:30])[C:14]([NH:18][C:19](=[O:29])[C:20]2[C:25]([CH3:26])=[CH:24][C:23]([CH3:27])=[CH:22][C:21]=2[CH3:28])=[N:15][C:16]=1[CH3:17])C1C=CC=CC=1, predict the reaction product. The product is: [OH:10][C:11]1[C:12]([CH3:31])=[C:13]([CH3:30])[C:14]([NH:18][C:19](=[O:29])[C:20]2[C:21]([CH3:28])=[CH:22][C:23]([CH3:27])=[CH:24][C:25]=2[CH3:26])=[N:15][C:16]=1[CH3:17]. (9) Given the reactants [F:1][C:2]1[CH:7]=[CH:6][C:5]([C@H:8]([CH2:12][CH:13]=[CH2:14])[CH2:9][NH:10][CH3:11])=[CH:4][CH:3]=1.CCN(C(C)C)C(C)C.[Cl:24][C:25]1[CH:26]=[C:27]([CH:31]=[C:32]([Cl:34])[CH:33]=1)[C:28](Cl)=[O:29], predict the reaction product. The product is: [Cl:24][C:25]1[CH:26]=[C:27]([CH:31]=[C:32]([Cl:34])[CH:33]=1)[C:28]([N:10]([CH2:9][C@H:8]([C:5]1[CH:4]=[CH:3][C:2]([F:1])=[CH:7][CH:6]=1)[CH2:12][CH:13]=[CH2:14])[CH3:11])=[O:29].